This data is from Forward reaction prediction with 1.9M reactions from USPTO patents (1976-2016). The task is: Predict the product of the given reaction. (1) Given the reactants [Cl:1][C:2]1[CH:8]=[CH:7][CH:6]=[C:5]([N+:9]([O-:11])=[O:10])[C:3]=1N.N([O-])=O.[Na+].[I-:16].[K+], predict the reaction product. The product is: [Cl:1][C:2]1[CH:8]=[CH:7][CH:6]=[C:5]([N+:9]([O-:11])=[O:10])[C:3]=1[I:16]. (2) Given the reactants [C:1]([C:4]1[N:9]=[C:8]([C:10]([NH:12][CH2:13][C:14]2[CH:19]=[CH:18][C:17]([F:20])=[CH:16][CH:15]=2)=[O:11])[C:7]([O:21]CC2C=CC=CC=2)=[C:6]([O:29]CC2C=CC=CC=2)[CH:5]=1)(=[O:3])[CH3:2].CO, predict the reaction product. The product is: [C:1]([C:4]1[N:9]=[C:8]([C:10]([NH:12][CH2:13][C:14]2[CH:19]=[CH:18][C:17]([F:20])=[CH:16][CH:15]=2)=[O:11])[C:7]([OH:21])=[C:6]([OH:29])[CH:5]=1)(=[O:3])[CH3:2]. (3) Given the reactants C([N:4]([S:26]([CH3:29])(=[O:28])=[O:27])[N:5]1[C:14](=[O:15])[C:13]2[C:8](=[CH:9][C:10]([C:21]([F:24])([F:23])[F:22])=[C:11]([CH2:16][NH:17]C(=O)C)[CH:12]=2)[NH:7][C:6]1=[O:25])(=O)C, predict the reaction product. The product is: [NH2:17][CH2:16][C:11]1[CH:12]=[C:13]2[C:8](=[CH:9][C:10]=1[C:21]([F:23])([F:24])[F:22])[NH:7][C:6](=[O:25])[N:5]([NH:4][S:26]([CH3:29])(=[O:27])=[O:28])[C:14]2=[O:15]. (4) Given the reactants Cl[C:2]1[CH:7]=[C:6]([C:8]2[CH:13]=[CH:12][C:11]([Cl:14])=[C:10]([Cl:15])[CH:9]=2)[CH:5]=[C:4]([CH3:16])[N:3]=1.[I:17][C:18]1[N:19]=[CH:20][NH:21][CH:22]=1, predict the reaction product. The product is: [Cl:15][C:10]1[CH:9]=[C:8]([C:6]2[CH:5]=[C:4]([CH3:16])[N:3]=[C:2]([N:21]3[CH:22]=[C:18]([I:17])[N:19]=[CH:20]3)[CH:7]=2)[CH:13]=[CH:12][C:11]=1[Cl:14]. (5) Given the reactants O[C:2]1[N:3]=[C:4]2[NH:11][C@:10]([CH3:16])([C:12]([F:15])([F:14])[F:13])[CH2:9][N:5]2[C:6](=[O:8])[CH:7]=1.P(Cl)(Cl)([Cl:19])=O, predict the reaction product. The product is: [Cl:19][C:2]1[N:3]=[C:4]2[NH:11][C@:10]([CH3:16])([C:12]([F:15])([F:14])[F:13])[CH2:9][N:5]2[C:6](=[O:8])[CH:7]=1. (6) Given the reactants [F:1][C:2]1[CH:7]=[CH:6][C:5]([CH2:8][C:9]([OH:11])=O)=[CH:4][CH:3]=1.C(N1C=CN=C1)(N1C=CN=C1)=O.Cl.[NH2:25][CH2:26][C:27]1[CH:36]=[CH:35][CH:34]=[C:33]2[C:28]=1[C:29](=[O:46])[N:30]([CH:38]1[CH2:43][CH2:42][C:41](=[O:44])[NH:40][C:39]1=[O:45])[C:31]([CH3:37])=[N:32]2, predict the reaction product. The product is: [O:45]=[C:39]1[CH:38]([N:30]2[C:29](=[O:46])[C:28]3[C:33](=[CH:34][CH:35]=[CH:36][C:27]=3[CH2:26][NH:25][C:9](=[O:11])[CH2:8][C:5]3[CH:4]=[CH:3][C:2]([F:1])=[CH:7][CH:6]=3)[N:32]=[C:31]2[CH3:37])[CH2:43][CH2:42][C:41](=[O:44])[NH:40]1.